From a dataset of Reaction yield outcomes from USPTO patents with 853,638 reactions. Predict the reaction yield, written as a fraction of the theoretical maximum amount of product (1.0 means a 100% yield; for example, 0.34 means a 34% yield). (1) The reactants are [CH3:1][O:2][C:3](=[O:14])[C@H:4]([CH2:6][C:7]1[CH:12]=[CH:11][C:10]([OH:13])=[CH:9][CH:8]=1)[NH2:5].[F:15][C:16]1[CH:27]=[CH:26][C:19]([C:20]([CH2:22][C:23]([CH3:25])=O)=[O:21])=[CH:18][CH:17]=1. The catalyst is CO. The product is [CH3:1][O:2][C:3](=[O:14])[CH:4]([NH:5][C:23]([CH3:25])=[CH:22][C:20](=[O:21])[C:19]1[CH:26]=[CH:27][C:16]([F:15])=[CH:17][CH:18]=1)[CH2:6][C:7]1[CH:8]=[CH:9][C:10]([OH:13])=[CH:11][CH:12]=1. The yield is 0.960. (2) The reactants are [S:1]1[CH:5]=[CH:4][C:3]([C:6]([OH:8])=[O:7])=[CH:2]1.[Br:9]Br.O. The catalyst is C(O)(=O)C. The product is [Br:9][C:5]1[S:1][CH:2]=[C:3]([C:6]([OH:8])=[O:7])[CH:4]=1. The yield is 0.260. (3) The reactants are [N:1]([O-])=O.[Na+].[C:5]([C:7]1[CH:15]=[C:14]2[C:10](C=C[NH:13]2)=[CH:9][CH:8]=1)#[N:6].Cl.CCO[C:20]([CH3:22])=[O:21]. The catalyst is O. The product is [CH:20]([C:22]1[C:10]2[C:14](=[CH:15][C:7]([C:5]#[N:6])=[CH:8][CH:9]=2)[NH:13][N:1]=1)=[O:21]. The yield is 1.00.